Task: Predict the reaction yield, written as a fraction of the theoretical maximum amount of product (1.0 means a 100% yield; for example, 0.34 means a 34% yield).. Dataset: Reaction yield outcomes from USPTO patents with 853,638 reactions (1) The reactants are CN(C([O:8][N:9]1N=NC2C=CC=NC1=2)=[N+](C)C)C.F[P-](F)(F)(F)(F)F.[CH3:25][C:26]([CH3:31])([CH3:30])[C:27](O)=[O:28].C(N(CC)CC)C.[S:39]1[C:47]2[CH2:46][CH2:45][NH:44][CH2:43][C:42]=2[CH:41]=[C:40]1[C:48]([O:50]CC)=O.Cl.NO.[OH-].[K+]. The catalyst is C(Cl)Cl.CN(C=O)C.CS(C)=O.CO. The product is [CH3:25][C:26]([CH3:31])([CH3:30])[C:27]([N:44]1[CH2:45][CH2:46][C:47]2[S:39][C:40]([C:48]([NH:9][OH:8])=[O:50])=[CH:41][C:42]=2[CH2:43]1)=[O:28]. The yield is 0.240. (2) The reactants are [Cl:1][C:2]1[CH:3]=[C:4]([CH:6]=[CH:7][CH:8]=1)[NH2:5].Cl.[N:10]([O-])=O.[Na+].C([O-])(=O)C.[Na+].[Cl:19][CH:20]([S:24]([CH3:27])(=[O:26])=[O:25])C(=O)C. The catalyst is O.CC(C)=O.C(O)(=O)C. The product is [Cl:1][C:2]1[CH:3]=[C:4]([NH:5][N:10]=[C:20]([Cl:19])[S:24]([CH3:27])(=[O:26])=[O:25])[CH:6]=[CH:7][CH:8]=1. The yield is 0.810. (3) The reactants are [O:1]=[C:2]1[CH:10]=[CH:9][CH:8]=[C:7]2[N:3]1[C@H:4]([C:11]([O:13]C)=[O:12])[CH2:5][CH2:6]2.[Li+].[OH-]. The catalyst is C1COCC1. The product is [O:1]=[C:2]1[CH:10]=[CH:9][CH:8]=[C:7]2[N:3]1[C@H:4]([C:11]([OH:13])=[O:12])[CH2:5][CH2:6]2. The yield is 0.920. (4) The reactants are Br[C:2]1[CH:3]=[C:4]([C:14]([NH:16][CH2:17][C:18]2[C:19](=[O:26])[NH:20][C:21]([CH3:25])=[CH:22][C:23]=2[CH3:24])=[O:15])[C:5]2[CH:10]=[N:9][N:8]([CH:11]([CH3:13])[CH3:12])[C:6]=2[N:7]=1.[CH3:27][C:28]1(C)C(C)(C)OB(C=C)O1.C([O-])([O-])=O.[Na+].[Na+].CO.C(Cl)Cl. The catalyst is O1CCOCC1.O.C1C=CC([P]([Pd]([P](C2C=CC=CC=2)(C2C=CC=CC=2)C2C=CC=CC=2)([P](C2C=CC=CC=2)(C2C=CC=CC=2)C2C=CC=CC=2)[P](C2C=CC=CC=2)(C2C=CC=CC=2)C2C=CC=CC=2)(C2C=CC=CC=2)C2C=CC=CC=2)=CC=1. The product is [CH3:24][C:23]1[CH:22]=[C:21]([CH3:25])[NH:20][C:19](=[O:26])[C:18]=1[CH2:17][NH:16][C:14]([C:4]1[C:5]2[CH:10]=[N:9][N:8]([CH:11]([CH3:13])[CH3:12])[C:6]=2[N:7]=[C:2]([CH:27]=[CH2:28])[CH:3]=1)=[O:15]. The yield is 0.916. (5) The reactants are [CH:1]([Mg]Br)=[CH2:2].[N+:5]([C:8]1[CH:9]=[C:10]([Br:15])[CH:11]=[CH:12][C:13]=1[F:14])([O-])=O. The catalyst is C1COCC1. The product is [Br:15][C:10]1[CH:11]=[CH:12][C:13]([F:14])=[C:8]2[C:9]=1[CH:1]=[CH:2][NH:5]2. The yield is 0.233. (6) The reactants are [Al+3].[Cl-].[Cl-].[Cl-].C(O[C:9](=[O:11])[CH3:10])(=O)C.[C:12]1([S:18]([N:21]2[C:29]3[C:24](=[CH:25][CH:26]=[CH:27][CH:28]=3)[CH2:23][CH2:22]2)(=[O:20])=[O:19])[CH:17]=[CH:16][CH:15]=[CH:14][CH:13]=1. The catalyst is C(Cl)Cl. The product is [C:12]1([S:18]([N:21]2[C:29]3[C:24](=[CH:25][C:26]([C:9](=[O:11])[CH3:10])=[CH:27][CH:28]=3)[CH2:23][CH2:22]2)(=[O:20])=[O:19])[CH:13]=[CH:14][CH:15]=[CH:16][CH:17]=1. The yield is 0.790. (7) The reactants are Br[C:2]1[C:12]2[O:11][CH2:10][CH2:9][N:8]([C:13]([O:15][C:16]([CH3:19])([CH3:18])[CH3:17])=[O:14])[CH2:7][C:6]=2[CH:5]=[CH:4][CH:3]=1.[CH2:20](O)[CH3:21].C(=O)([O-])[O-].[Na+].[Na+].O. The catalyst is C1(C)C=CC=CC=1.C1C=CC([P]([Pd]([P](C2C=CC=CC=2)(C2C=CC=CC=2)C2C=CC=CC=2)([P](C2C=CC=CC=2)(C2C=CC=CC=2)C2C=CC=CC=2)[P](C2C=CC=CC=2)(C2C=CC=CC=2)C2C=CC=CC=2)(C2C=CC=CC=2)C2C=CC=CC=2)=CC=1. The product is [CH:21]12[CH2:20][CH:3]([CH2:4][CH2:5]1)[CH:2]=[C:12]2[C:2]1[C:12]2[O:11][CH2:10][CH2:9][N:8]([C:13]([O:15][C:16]([CH3:19])([CH3:18])[CH3:17])=[O:14])[CH2:7][C:6]=2[CH:5]=[CH:4][CH:3]=1. The yield is 0.456.